This data is from Experimentally validated miRNA-target interactions with 360,000+ pairs, plus equal number of negative samples. The task is: Binary Classification. Given a miRNA mature sequence and a target amino acid sequence, predict their likelihood of interaction. (1) The miRNA is mmu-miR-142a-5p with sequence CAUAAAGUAGAAAGCACUACU. The protein sequence of the target gene is MARPGMERWRDRLALVTGASGGIGAAVARALVQQGLKVVGCARTVGNIEELAAECKSAGYPGTLIPYRCDLSNEEDILSMFSAIRSQHSGVDICINNAGLARPDTLLSGSTSGWKDMFNVNVLALSICTREAYQSMKERNVDDGHIININSMSGHRVLPLSVTHFYSATKYAVTALTEGLRQELREAQTHIRATCISPGVVETQFAFKLHDKDPEKAAATYEQMKCLKPEDVAEAVIYVLSTPAHIQIGDIQMRPTEQVT. Result: 0 (no interaction). (2) Result: 0 (no interaction). The protein sequence of the target gene is MYNGSCCRIEGDTISQVMPPLLIVAFVLGALGNGVALCGFCFHMKTWKPSTVYLFNLAVADFLLMICLPFRTDYYLRRRHWAFGDIPCRVGLFTLAMNRAGSIVFLTVVAADRYFKVVHPHHAVNTISTRVAAGIVCTLWALVILGTVYLLLENHLCVQETAVSCESFIMESANGWHDIMFQLEFFMPLGIILFCSFKIVWSLRRRQQLARQARMKKATRFIMVVAIVFITCYLPSVSARLYFLWTVPSSACDPSVHGALHITLSFTYMNSMLDPLVYYFSSPSFPKFYNKLKICSLKPK.... The miRNA is hsa-miR-214-5p with sequence UGCCUGUCUACACUUGCUGUGC. (3) The miRNA is ath-miR164a with sequence UGGAGAAGCAGGGCACGUGCA. The protein sequence of the target gene is MGPAVLLAILCLGVAEVTQSSDPSLDSEWQEWKRKFNKNYSMEEEGQKRAVWEENMKLVKQHNIEYDQGKKNFTMDVNAFGDMTGEEYRKMLTDIPVPNFRKKKSIHQPIAGYLPKFVDWRKRGCVTPVKNQGTCNSCWAFSAAGAIEGQMFRKTGKLVPLSTQNLVDCSRLEGNFGCFKGSTFLALKYVWKNRGLEAESTYPYKGTDGHCRYHPERSAARITSFSFVSNSEKDLMRAVATIGPISVGIDARHKSFRLYREGIYYEPKCSSNIINHSVLVVGYGYEGKESDGNKYWLIKN.... Result: 0 (no interaction).